This data is from CYP3A4 inhibition data for predicting drug metabolism from PubChem BioAssay. The task is: Regression/Classification. Given a drug SMILES string, predict its absorption, distribution, metabolism, or excretion properties. Task type varies by dataset: regression for continuous measurements (e.g., permeability, clearance, half-life) or binary classification for categorical outcomes (e.g., BBB penetration, CYP inhibition). Dataset: cyp3a4_veith. (1) The compound is COc1ccccc1N1CCN(C(=O)C(NS(=O)(=O)c2cccs2)c2ccccc2)CC1. The result is 1 (inhibitor). (2) The drug is Cl.O=c1oc2ccccc2c(O)c1/C=N/c1nc(-c2ccc(O)c(O)c2)cs1. The result is 0 (non-inhibitor). (3) The compound is CC(=O)SCC[N+](C)(C)C. The result is 0 (non-inhibitor). (4) The drug is CCCc1nnc(SCC(=O)N2CCCC(C)C2)n1CC1CCCO1. The result is 1 (inhibitor). (5) The molecule is CCS(=O)(=O)c1ccc(C(=O)Nc2ccccc2)c(Cl)c1Cl. The result is 1 (inhibitor). (6) The molecule is C=CCOc1cccc(/C=N/NC(=O)C(=O)NCc2ccco2)c1. The result is 0 (non-inhibitor). (7) The compound is Cc1cccc(C(=O)NNC(=O)C2CCCO2)c1. The result is 0 (non-inhibitor). (8) The drug is CCCCN(C)CCCNC(=O)CS(=O)Cc1nc(-c2ccc(OC)c(OC)c2)oc1C. The result is 1 (inhibitor).